Dataset: NCI-60 drug combinations with 297,098 pairs across 59 cell lines. Task: Regression. Given two drug SMILES strings and cell line genomic features, predict the synergy score measuring deviation from expected non-interaction effect. (1) Drug 1: CS(=O)(=O)C1=CC(=C(C=C1)C(=O)NC2=CC(=C(C=C2)Cl)C3=CC=CC=N3)Cl. Drug 2: CC1=C(C=C(C=C1)NC(=O)C2=CC=C(C=C2)CN3CCN(CC3)C)NC4=NC=CC(=N4)C5=CN=CC=C5. Cell line: SK-OV-3. Synergy scores: CSS=2.27, Synergy_ZIP=1.19, Synergy_Bliss=3.65, Synergy_Loewe=-0.272, Synergy_HSA=0.396. (2) Drug 1: CC1CCC2CC(C(=CC=CC=CC(CC(C(=O)C(C(C(=CC(C(=O)CC(OC(=O)C3CCCCN3C(=O)C(=O)C1(O2)O)C(C)CC4CCC(C(C4)OC)OCCO)C)C)O)OC)C)C)C)OC. Drug 2: C(CC(=O)O)C(=O)CN.Cl. Cell line: 786-0. Synergy scores: CSS=14.4, Synergy_ZIP=-2.21, Synergy_Bliss=1.64, Synergy_Loewe=-2.68, Synergy_HSA=-0.949.